From a dataset of Reaction yield outcomes from USPTO patents with 853,638 reactions. Predict the reaction yield, written as a fraction of the theoretical maximum amount of product (1.0 means a 100% yield; for example, 0.34 means a 34% yield). (1) The catalyst is C(Cl)Cl.C1(C)C=CC=CC=1. The yield is 0.190. The reactants are [C:1]1([CH2:7][C:8]([NH2:10])=[O:9])[CH:6]=[CH:5][CH:4]=[CH:3][CH:2]=1.[C:11]1([CH2:17][CH:18]=[O:19])[CH:16]=[CH:15][CH:14]=[CH:13][CH:12]=1.C[Si](OS(C(F)(F)F)(=O)=O)(C)C. The product is [C:1]1([CH2:7][CH:8]([NH:10][C:18](=[O:19])[CH2:17][C:11]2[CH:16]=[CH:15][CH:14]=[CH:13][CH:12]=2)[NH:10][C:8](=[O:9])[CH2:7][C:1]2[CH:6]=[CH:5][CH:4]=[CH:3][CH:2]=2)[CH:6]=[CH:5][CH:4]=[CH:3][CH:2]=1. (2) The reactants are [Br:1][C:2]1[CH:10]=[C:9]2[C:5]([CH2:6][CH2:7][C:8]2=[O:11])=[CH:4][CH:3]=1.[CH3:12][O:13][C:14](=[O:17])[CH:15]=[CH2:16]. The catalyst is O1CCOCC1.C1(C=CC(O)=CC=1)O. The product is [CH3:12][O:13][C:14](=[O:17])[CH2:15][CH2:16][C:7]1([CH2:16][CH2:15][C:14]([O:13][CH3:12])=[O:17])[CH2:6][C:5]2[C:9](=[CH:10][C:2]([Br:1])=[CH:3][CH:4]=2)[C:8]1=[O:11]. The yield is 0.840. (3) The reactants are [C:1]([O:5][CH2:6][CH3:7])(=[O:4])[CH:2]=[CH2:3].[CH:8]1([NH2:11])[CH2:10][CH2:9]1. The catalyst is C(O)C. The product is [CH2:6]([O:5][C:1](=[O:4])[CH2:2][CH2:3][N:11]([CH:8]1[CH2:10][CH2:9]1)[CH2:3][CH2:2][C:1]([O:5][CH2:6][CH3:7])=[O:4])[CH3:7]. The yield is 0.540. (4) The reactants are [Br:1][C:2]1[CH:3]=[C:4]([CH:7]=[CH:8][CH:9]=1)[CH:5]=O.[C:10]([OH:16])(=[O:15])[CH2:11]C(O)=O.C([O-])(=O)C.[NH4+:21]. The catalyst is C(O)C. The product is [NH2:21][CH:5]([C:4]1[CH:7]=[CH:8][CH:9]=[C:2]([Br:1])[CH:3]=1)[CH2:11][C:10]([OH:16])=[O:15]. The yield is 0.700. (5) The reactants are [NH2:1][C:2]1[CH:7]=[C:6]([CH3:8])[C:5]([Cl:9])=[CH:4][C:3]=1[NH:10][CH2:11][CH2:12][N:13]1[CH2:18][CH2:17][CH:16]([C:19]([O:21][CH2:22][CH3:23])=[O:20])[CH2:15][CH2:14]1.O.[NH:25]1[C:33](=[O:34])[C:31](=O)[C:29](=O)[NH:28][C:26]1=[O:27].B(O)(O)O.C(=O)(O)[O-].[Na+]. The catalyst is C(O)(=O)C.C(OCC)(=O)C. The product is [Cl:9][C:5]1[C:6]([CH3:8])=[CH:7][C:2]2[N:1]=[C:31]3[C:29]([N:10]([CH2:11][CH2:12][N:13]4[CH2:14][CH2:15][CH:16]([C:19]([O:21][CH2:22][CH3:23])=[O:20])[CH2:17][CH2:18]4)[C:3]=2[CH:4]=1)=[N:28][C:26](=[O:27])[NH:25][C:33]3=[O:34]. The yield is 0.790.